This data is from Full USPTO retrosynthesis dataset with 1.9M reactions from patents (1976-2016). The task is: Predict the reactants needed to synthesize the given product. Given the product [Cl:11][C:12]1[CH:13]=[CH:14][C:15]([C:16]([C:18]2[C:22]([CH3:23])=[C:21]([CH3:24])[S:20][C:19]=2[C:25]2[C:26]([CH3:38])=[N:27][O:28][C:29]=2[C@H:30]([NH:31][S@@:32]([C:34]([CH3:35])([CH3:36])[CH3:37])=[O:33])[CH2:8][C:7]([O:6][C:2]([CH3:5])([CH3:4])[CH3:3])=[O:10])=[O:17])=[CH:39][CH:40]=1.[Cl:11][C:12]1[CH:13]=[CH:14][C:15]([C:16]([C:18]2[C:22]([CH3:23])=[C:21]([CH3:24])[S:20][C:19]=2[C:25]2[C:26]([CH3:38])=[N:27][O:28][C:29]=2[C@@H:30]([NH:31][S@@:32]([C:34]([CH3:35])([CH3:36])[CH3:37])=[O:33])[CH2:8][C:7]([O:6][C:2]([CH3:5])([CH3:4])[CH3:3])=[O:10])=[O:17])=[CH:39][CH:40]=1, predict the reactants needed to synthesize it. The reactants are: [Cl-].[C:2]([O:6][C:7](=[O:10])[CH2:8][Zn+])([CH3:5])([CH3:4])[CH3:3].[Cl:11][C:12]1[CH:40]=[CH:39][C:15]([C:16]([C:18]2[C:22]([CH3:23])=[C:21]([CH3:24])[S:20][C:19]=2[C:25]2[C:26]([CH3:38])=[N:27][O:28][C:29]=2/[CH:30]=[N:31]/[S@@:32]([C:34]([CH3:37])([CH3:36])[CH3:35])=[O:33])=[O:17])=[CH:14][CH:13]=1.[NH4+].[Cl-].CCOC(C)=O.